From a dataset of Full USPTO retrosynthesis dataset with 1.9M reactions from patents (1976-2016). Predict the reactants needed to synthesize the given product. Given the product [CH2:23]([O:22][C:20]([C:19]1[N:1]=[C:2]([CH:4]2[CH2:9][CH2:8][N:7]([C:10]([O:12][C:13]([CH3:16])([CH3:15])[CH3:14])=[O:11])[CH2:6][CH2:5]2)[S:3][CH:18]=1)=[O:21])[CH3:24], predict the reactants needed to synthesize it. The reactants are: [NH2:1][C:2]([CH:4]1[CH2:9][CH2:8][N:7]([C:10]([O:12][C:13]([CH3:16])([CH3:15])[CH3:14])=[O:11])[CH2:6][CH2:5]1)=[S:3].Br[CH2:18][C:19](=O)[C:20]([O:22][CH2:23][CH3:24])=[O:21].C(N(CC)CC)C.